From a dataset of Reaction yield outcomes from USPTO patents with 853,638 reactions. Predict the reaction yield, written as a fraction of the theoretical maximum amount of product (1.0 means a 100% yield; for example, 0.34 means a 34% yield). (1) The reactants are [O-:1][CH2:2][CH3:3].[Na+].Br[C:6]1[CH:11]=[CH:10][C:9]([Br:12])=[CH:8][N:7]=1.C(=O)(O)[O-].[Na+]. No catalyst specified. The product is [Br:12][C:9]1[CH:10]=[CH:11][C:6]([O:1][CH2:2][CH3:3])=[N:7][CH:8]=1. The yield is 0.880. (2) The product is [Br:1][C:2]1[CH:3]=[C:4]([N+:12]([O-:14])=[O:13])[C:5]([CH3:11])=[C:6]([CH:10]=1)[C:7]([O:9][CH3:17])=[O:8]. The yield is 0.950. The catalyst is CN(C=O)C. The reactants are [Br:1][C:2]1[CH:3]=[C:4]([N+:12]([O-:14])=[O:13])[C:5]([CH3:11])=[C:6]([CH:10]=1)[C:7]([OH:9])=[O:8].IC.[C:17](=O)([O-])[O-].[Na+].[Na+]. (3) The reactants are Br[C:2]1[CH:3]=[C:4]2[C:9](=[CH:10][C:11]=1[F:12])[N:8]=[C:7]([C:13]([O:15][CH2:16][CH3:17])=[O:14])[CH:6]=[CH:5]2.[OH:18][C:19]1[CH:24]=[CH:23][C:22](B(O)O)=[CH:21][CH:20]=1.C1(P(C2C=CC=CC=2)C2C=CC=CC=2)C=CC=CC=1.P([O-])([O-])([O-])=O.[K+].[K+].[K+]. The catalyst is C([O-])(=O)C.[Pd+2].C([O-])(=O)C.C(OCC)(=O)C.O.O1CCOCC1. The product is [F:12][C:11]1[CH:10]=[C:9]2[C:4]([CH:5]=[CH:6][C:7]([C:13]([O:15][CH2:16][CH3:17])=[O:14])=[N:8]2)=[CH:3][C:2]=1[C:22]1[CH:23]=[CH:24][C:19]([OH:18])=[CH:20][CH:21]=1. The yield is 0.610. (4) The reactants are [N:1]1[CH:6]=[CH:5][CH:4]=[CH:3][C:2]=1[S:7][S:8][CH2:9][CH2:10][C:11]([OH:13])=[O:12].C1OCCOCCOCCOCCOCCOC1.C([O-])([O-])=O.[K+].[K+].Br[CH2:39][C:40]1[C:41]([N+:50]([O-:52])=[O:51])=[C:42](/[CH:46]=[CH:47]/[CH2:48][OH:49])[CH:43]=[CH:44][CH:45]=1.[Na+].[I-]. The catalyst is C1C=CC=CC=1.C(Cl)Cl. The product is [N:1]1[CH:6]=[CH:5][CH:4]=[CH:3][C:2]=1[S:7][S:8][CH2:9][CH2:10][C:11]([O:13][CH2:39][C:40]1[CH:45]=[CH:44][CH:43]=[C:42](/[CH:46]=[CH:47]/[CH2:48][OH:49])[C:41]=1[N+:50]([O-:52])=[O:51])=[O:12]. The yield is 0.680. (5) The reactants are [CH:1]1([C:4]2[NH:8][C:7]3[C:9]([C:14]([OH:16])=O)=[CH:10][CH:11]=[C:12]([OH:13])[C:6]=3[N:5]=2)[CH2:3][CH2:2]1.[NH2:17][CH:18]1[CH2:23][CH2:22][CH2:21][N:20](C(OC(C)(C)C)=O)[CH2:19]1. No catalyst specified. The product is [CH:1]1([C:4]2[NH:8][C:7]3[C:9]([C:14]([NH:17][CH:18]4[CH2:23][CH2:22][CH2:21][NH:20][CH2:19]4)=[O:16])=[CH:10][CH:11]=[C:12]([OH:13])[C:6]=3[N:5]=2)[CH2:2][CH2:3]1. The yield is 0.210. (6) The reactants are C[O:2][C:3](=[O:26])[C:4](C)(C)[CH2:5][CH2:6][CH2:7][CH2:8][N:9]([CH2:17][C:18]1[CH:23]=[CH:22][CH:21]=[CH:20][CH:19]=1)[C:10]([O:12][C:13]([CH3:16])([CH3:15])[CH3:14])=[O:11].O[Li].O. The catalyst is C1COCC1.CO.O. The product is [CH2:17]([N:9]([C:10]([O:12][C:13]([CH3:16])([CH3:15])[CH3:14])=[O:11])[CH2:8][CH2:7][CH2:6][CH2:5][CH2:4][C:3]([OH:26])=[O:2])[C:18]1[CH:19]=[CH:20][CH:21]=[CH:22][CH:23]=1. The yield is 0.570. (7) The reactants are [C:1]([Si:5](Cl)([CH3:7])[CH3:6])([CH3:4])([CH3:3])[CH3:2].[OH:9][C:10]([CH3:23])([CH2:21][OH:22])[C:11]([O:13][CH2:14][C:15]1[CH:20]=[CH:19][CH:18]=[CH:17][CH:16]=1)=[O:12].N1C=CN=C1. The catalyst is CN(C=O)C. The product is [Si:5]([O:22][CH2:21][C:10]([OH:9])([CH3:23])[C:11]([O:13][CH2:14][C:15]1[CH:20]=[CH:19][CH:18]=[CH:17][CH:16]=1)=[O:12])([C:1]([CH3:4])([CH3:3])[CH3:2])([CH3:7])[CH3:6]. The yield is 0.960. (8) The reactants are [O:1]1[C:5]2[CH:6]=[CH:7][C:8]([C:10]3[S:11][CH:12]=[C:13]([C:15]([OH:17])=O)[N:14]=3)=[CH:9][C:4]=2[CH2:3][CH2:2]1.Br.[CH3:19][O:20][C:21]1[CH:30]=[CH:29][C:24]2[NH:25][C:26]([NH2:28])=[N:27][C:23]=2[CH:22]=1.F[P-](F)(F)(F)(F)F.N1(OC(N(C)C)=[N+](C)C)C2C=CC=CC=2N=N1.C(N(CC)C(C)C)(C)C. The catalyst is CN(C)C=O.CN(C)C1C=CN=CC=1. The product is [O:1]1[C:5]2[CH:6]=[CH:7][C:8]([C:10]3[S:11][CH:12]=[C:13]([C:15]([NH:28][C:26]4[NH:25][C:24]5[CH:29]=[CH:30][C:21]([O:20][CH3:19])=[CH:22][C:23]=5[N:27]=4)=[O:17])[N:14]=3)=[CH:9][C:4]=2[CH2:3][CH2:2]1. The yield is 0.0300. (9) The reactants are [OH:1][C:2]1[CH:9]=[CH:8][C:5]([CH:6]=[O:7])=[C:4]([CH3:10])[CH:3]=1.I[CH:12]([CH3:14])[CH3:13]. No catalyst specified. The product is [CH3:10][C:4]1[CH:3]=[C:2]([O:1][CH:12]([CH3:14])[CH3:13])[CH:9]=[CH:8][C:5]=1[CH:6]=[O:7]. The yield is 0.760. (10) The reactants are [CH3:1][C:2]1([CH3:10])[CH2:8][C:7](=[O:9])[O:6][C:4](=[O:5])[CH2:3]1.CN(C1C=CC=CN=1)C.C(N(CC)CC)C.[CH2:27]([OH:29])[CH3:28]. The yield is 1.00. The product is [CH2:27]([O:29][C:7](=[O:9])[CH2:8][C:2]([CH3:10])([CH3:1])[CH2:3][C:4]([OH:6])=[O:5])[CH3:28]. No catalyst specified.